This data is from Cav3 T-type calcium channel HTS with 100,875 compounds. The task is: Binary Classification. Given a drug SMILES string, predict its activity (active/inactive) in a high-throughput screening assay against a specified biological target. (1) The compound is Fc1cc(Nc2nc3c(n4nnnc24)cccc3)ccc1. The result is 0 (inactive). (2) The result is 0 (inactive). The compound is s\1c2n(c3c(n2)cccc3)c(=O)c1=C\C(OC)=O. (3) The result is 0 (inactive). The compound is S=c1n(CCCC)c(n[nH]1)Cc1ccccc1. (4) The compound is s1c2c(CCCC2)c(c1NC(=O)CSc1c2c([nH]c1)cccc2)C(OCC)=O. The result is 0 (inactive). (5) The compound is S(=O)(=O)(N(Cc1ccccc1)Cc1onc(n1)c1ccccc1)c1ccc(OC)cc1. The result is 1 (active).